From a dataset of NCI-60 drug combinations with 297,098 pairs across 59 cell lines. Regression. Given two drug SMILES strings and cell line genomic features, predict the synergy score measuring deviation from expected non-interaction effect. (1) Drug 1: CC1OCC2C(O1)C(C(C(O2)OC3C4COC(=O)C4C(C5=CC6=C(C=C35)OCO6)C7=CC(=C(C(=C7)OC)O)OC)O)O. Drug 2: CC(C)(C#N)C1=CC(=CC(=C1)CN2C=NC=N2)C(C)(C)C#N. Cell line: OVCAR-8. Synergy scores: CSS=20.9, Synergy_ZIP=-0.340, Synergy_Bliss=-1.49, Synergy_Loewe=-2.79, Synergy_HSA=-0.374. (2) Drug 1: CC(C)(C#N)C1=CC(=CC(=C1)CN2C=NC=N2)C(C)(C)C#N. Drug 2: C1CN(P(=O)(OC1)NCCCl)CCCl. Cell line: HL-60(TB). Synergy scores: CSS=-5.53, Synergy_ZIP=4.21, Synergy_Bliss=5.37, Synergy_Loewe=-3.83, Synergy_HSA=-3.20. (3) Drug 1: CC1C(C(CC(O1)OC2CC(OC(C2O)C)OC3=CC4=CC5=C(C(=O)C(C(C5)C(C(=O)C(C(C)O)O)OC)OC6CC(C(C(O6)C)O)OC7CC(C(C(O7)C)O)OC8CC(C(C(O8)C)O)(C)O)C(=C4C(=C3C)O)O)O)O. Drug 2: CN1C2=C(C=C(C=C2)N(CCCl)CCCl)N=C1CCCC(=O)O.Cl. Cell line: HL-60(TB). Synergy scores: CSS=24.8, Synergy_ZIP=24.1, Synergy_Bliss=32.3, Synergy_Loewe=-57.4, Synergy_HSA=1.39.